This data is from Catalyst prediction with 721,799 reactions and 888 catalyst types from USPTO. The task is: Predict which catalyst facilitates the given reaction. Reactant: [CH2:1]([NH2:4])[CH2:2][NH2:3].[CH:5]1[CH:6]=[C:7]2[C:12]3=[C:13]([C:15]([O:17][C:18](=O)[C:11]3=[CH:10][CH:9]=[CH:8]2)=[O:16])[CH:14]=1.N1C=CC=CC=1. Product: [NH2:3][CH2:2][CH2:1][N:4]1[C:18](=[O:17])[C:11]2[CH:10]=[CH:9][CH:8]=[C:7]3[C:12]=2[C:13](=[CH:14][CH:5]=[CH:6]3)[C:15]1=[O:16]. The catalyst class is: 6.